From a dataset of Peptide-MHC class I binding affinity with 185,985 pairs from IEDB/IMGT. Regression. Given a peptide amino acid sequence and an MHC pseudo amino acid sequence, predict their binding affinity value. This is MHC class I binding data. (1) The peptide sequence is NIREGTHVL. The MHC is HLA-A02:06 with pseudo-sequence HLA-A02:06. The binding affinity (normalized) is 0.0576. (2) The peptide sequence is LFFSRRFKYL. The MHC is H-2-Kb with pseudo-sequence H-2-Kb. The binding affinity (normalized) is 0.251. (3) The MHC is HLA-A68:02 with pseudo-sequence HLA-A68:02. The binding affinity (normalized) is 0. The peptide sequence is LLLTLGIPGL.